Task: Predict the reaction yield, written as a fraction of the theoretical maximum amount of product (1.0 means a 100% yield; for example, 0.34 means a 34% yield).. Dataset: Reaction yield outcomes from USPTO patents with 853,638 reactions (1) The reactants are [NH2:1][C@@H:2]1[C:8](=[O:9])[N:7](CC2C=CC(OC)=CC=2)[C:6]2[CH:19]=[CH:20][CH:21]=[CH:22][C:5]=2[C:4]2[CH:23]=[CH:24][CH:25]=[CH:26][C:3]1=2.FC(F)(F)C(O)=O.FC(F)(F)S(O)(=O)=O. The catalyst is ClCCl. The product is [NH2:1][C@@H:2]1[C:8](=[O:9])[NH:7][C:6]2[CH:19]=[CH:20][CH:21]=[CH:22][C:5]=2[C:4]2[CH:23]=[CH:24][CH:25]=[CH:26][C:3]1=2. The yield is 0.960. (2) The reactants are I[C:2]1[CH:3]=[CH:4][C:5]2[N:6]([CH:8]=[C:9]([C:11]3[C:12]([C:17]4[CH:22]=[CH:21][CH:20]=[CH:19][CH:18]=4)=[N:13][O:14][C:15]=3[CH3:16])[N:10]=2)[CH:7]=1.[NH:23]1[CH2:26][CH2:25][C:24]1=[O:27]. No catalyst specified. The product is [CH3:16][C:15]1[O:14][N:13]=[C:12]([C:17]2[CH:22]=[CH:21][CH:20]=[CH:19][CH:18]=2)[C:11]=1[C:9]1[N:10]=[C:5]2[CH:4]=[CH:3][C:2]([N:23]3[CH2:26][CH2:25][C:24]3=[O:27])=[CH:7][N:6]2[CH:8]=1. The yield is 0.0600. (3) The reactants are [CH3:1][N:2]([C:10]1[CH:15]=[CH:14][CH:13]=[CH:12][CH:11]=1)[C:3]([C:5]1[CH:9]=[CH:8][NH:7][N:6]=1)=[O:4].[Cl:16][C:17]1[CH:18]=[C:19]([CH:23]=[CH:24][CH:25]=1)[C:20](Cl)=[O:21]. The catalyst is CN(C1C=CN=CC=1)C.ClCCl. The product is [CH3:1][N:2]([C:10]1[CH:15]=[CH:14][CH:13]=[CH:12][CH:11]=1)[C:3]([C:5]1[CH:9]=[CH:8][N:7]([C:20](=[O:21])[C:19]2[CH:23]=[CH:24][CH:25]=[C:17]([Cl:16])[CH:18]=2)[N:6]=1)=[O:4]. The yield is 0.150. (4) The reactants are [Cl:1][C:2]1[CH:7]=[CH:6][C:5]([CH:8]([C:25]2[CH:30]=[CH:29][CH:28]=[CH:27][CH:26]=2)[N:9]2[CH2:14][CH2:13][N:12](S(C3C=CC(C)=CC=3)(=O)=O)[CH2:11][CH2:10]2)=[CH:4][CH:3]=1.OC1C=CC(C(O)=O)=CC=1.O. The catalyst is C(O)(=O)C. The product is [Cl:1][C:2]1[CH:3]=[CH:4][C:5]([CH:8]([C:25]2[CH:26]=[CH:27][CH:28]=[CH:29][CH:30]=2)[N:9]2[CH2:10][CH2:11][NH:12][CH2:13][CH2:14]2)=[CH:6][CH:7]=1. The yield is 0.848. (5) The reactants are C[O:2][C:3]1[CH:8]=[CH:7][CH:6]=[C:5]([O:9]C)[C:4]=1[C:11]1[C:19]2[C:14](=[N:15][CH:16]=[C:17]([C:20]3[CH:21]=[C:22]([OH:26])[CH:23]=[CH:24][CH:25]=3)[CH:18]=2)[NH:13][CH:12]=1.B(Br)(Br)Br. The catalyst is ClCCl. The product is [OH:26][C:22]1[CH:21]=[C:20]([C:17]2[CH:18]=[C:19]3[C:11]([C:4]4[C:5]([OH:9])=[CH:6][CH:7]=[CH:8][C:3]=4[OH:2])=[CH:12][NH:13][C:14]3=[N:15][CH:16]=2)[CH:25]=[CH:24][CH:23]=1. The yield is 0.810. (6) The reactants are [CH3:1][O:2][C:3](=[O:14])[CH2:4][C:5]1[S:9][CH:8]=[N:7][C:6]=1[C:10]([O:12]C)=O.[H-].[Na+].[F:17][C:18]1[CH:27]=[C:26]([I:28])[CH:25]=[CH:24][C:19]=1[N:20]=[C:21]=[N:22][CH3:23].[NH4+].[Cl-]. The catalyst is C1COCC1. The product is [F:17][C:18]1[CH:27]=[C:26]([I:28])[CH:25]=[CH:24][C:19]=1[NH:20][C:21]1[N:22]([CH3:23])[C:10](=[O:12])[C:6]2[N:7]=[CH:8][S:9][C:5]=2[C:4]=1[C:3]([O:2][CH3:1])=[O:14]. The yield is 0.100.